This data is from NCI-60 drug combinations with 297,098 pairs across 59 cell lines. The task is: Regression. Given two drug SMILES strings and cell line genomic features, predict the synergy score measuring deviation from expected non-interaction effect. (1) Drug 1: C1CN(CCN1C(=O)CCBr)C(=O)CCBr. Cell line: KM12. Drug 2: C1C(C(OC1N2C=NC3=C2NC=NCC3O)CO)O. Synergy scores: CSS=23.8, Synergy_ZIP=9.62, Synergy_Bliss=10.1, Synergy_Loewe=5.23, Synergy_HSA=3.30. (2) Synergy scores: CSS=2.76, Synergy_ZIP=1.68, Synergy_Bliss=7.26, Synergy_Loewe=1.68, Synergy_HSA=1.90. Drug 2: C1=CC(=CC=C1C#N)C(C2=CC=C(C=C2)C#N)N3C=NC=N3. Drug 1: C1CCC(CC1)NC(=O)N(CCCl)N=O. Cell line: MDA-MB-435. (3) Drug 1: COC1=C(C=C2C(=C1)N=CN=C2NC3=CC(=C(C=C3)F)Cl)OCCCN4CCOCC4. Drug 2: C1=NNC2=C1C(=O)NC=N2. Cell line: HT29. Synergy scores: CSS=29.5, Synergy_ZIP=7.98, Synergy_Bliss=8.18, Synergy_Loewe=-4.64, Synergy_HSA=5.84.